Dataset: Reaction yield outcomes from USPTO patents with 853,638 reactions. Task: Predict the reaction yield, written as a fraction of the theoretical maximum amount of product (1.0 means a 100% yield; for example, 0.34 means a 34% yield). (1) The reactants are FC(F)(F)C([O-])=O.[CH3:8][C:9]1[N:10]=[C:11]([NH2:27])[S:12][C:13]=1[C:14]1[N:15]=[C:16]([C:19]([N:21]2[CH2:26][CH2:25][O:24][CH2:23][CH2:22]2)=[O:20])[S:17][CH:18]=1.[CH:28]1[N:32]=[CH:31][N:30]([C:33](N2C=NC=C2)=[O:34])[CH:29]=1.C(N(CC)CC)C. The catalyst is C(Cl)Cl.CN(C=O)C. The product is [CH3:8][C:9]1[N:10]=[C:11]([NH:27][C:33]([N:30]2[CH:29]=[CH:28][N:32]=[CH:31]2)=[O:34])[S:12][C:13]=1[C:14]1[N:15]=[C:16]([C:19]([N:21]2[CH2:26][CH2:25][O:24][CH2:23][CH2:22]2)=[O:20])[S:17][CH:18]=1. The yield is 0.790. (2) The reactants are [Br:1][C:2]1[CH:3]=[C:4]2[C:8](=[CH:9][CH:10]=1)[NH:7][N:6]=[C:5]2[C:11](OC)=[O:12].[H-].C([Al+]CC(C)C)C(C)C.C1(C)C=CC=CC=1.S([O-])([O-])(=O)=O.[Na+].[Na+]. The catalyst is C1COCC1. The product is [Br:1][C:2]1[CH:3]=[C:4]2[C:8](=[CH:9][CH:10]=1)[NH:7][N:6]=[C:5]2[CH2:11][OH:12]. The yield is 0.360. (3) The reactants are [Cl:1][C:2]1[CH:10]=[C:9]2[C:5]([CH:6]=[C:7]([C:11]([NH:13][CH:14]([C:19]3[CH:24]=[CH:23][CH:22]=[C:21]([C:25]([F:28])([F:27])[F:26])[CH:20]=3)[C:15]([F:18])([F:17])[F:16])=[O:12])[NH:8]2)=[CH:4][C:3]=1[C:29]([NH:31][C:32]1([C:35]#[N:36])[CH2:34][CH2:33]1)=[O:30].[H-].[Na+].[CH2:39](Br)[C:40]#[CH:41].O. The catalyst is CN(C)C=O.C(OCC)(=O)C. The product is [Cl:1][C:2]1[CH:10]=[C:9]2[C:5]([CH:6]=[C:7]([C:11]([NH:13][CH:14]([C:19]3[CH:24]=[CH:23][CH:22]=[C:21]([C:25]([F:26])([F:28])[F:27])[CH:20]=3)[C:15]([F:16])([F:18])[F:17])=[O:12])[N:8]2[CH2:41][C:40]#[CH:39])=[CH:4][C:3]=1[C:29]([NH:31][C:32]1([C:35]#[N:36])[CH2:34][CH2:33]1)=[O:30]. The yield is 0.500. (4) The reactants are [F-:1].[K+].Cl[C:4]1[CH:13]=[C:12]([C:14]([NH:16][CH2:17][CH2:18][N:19]([CH2:22][CH3:23])[CH2:20][CH3:21])=[O:15])[C:11]2[C:6](=[CH:7][CH:8]=[C:9]([I:24])[CH:10]=2)[N:5]=1.O. The catalyst is CS(C)=O. The product is [CH2:20]([N:19]([CH2:22][CH3:23])[CH2:18][CH2:17][NH:16][C:14]([C:12]1[C:11]2[C:6](=[CH:7][CH:8]=[C:9]([I:24])[CH:10]=2)[N:5]=[C:4]([F:1])[CH:13]=1)=[O:15])[CH3:21]. The yield is 0.420. (5) The reactants are [CH:1]([C:4]1[N:5]=[C:6]([NH2:9])[S:7][CH:8]=1)([CH3:3])[CH3:2].[CH:10]1[N:14]=[CH:13][N:12]([C:15](N2C=NC=C2)=[S:16])[CH:11]=1. The catalyst is C(#N)C. The product is [CH:1]([C:4]1[N:5]=[C:6]([NH:9][C:15]([N:12]2[CH:11]=[CH:10][N:14]=[CH:13]2)=[S:16])[S:7][CH:8]=1)([CH3:3])[CH3:2]. The yield is 0.553. (6) The reactants are [CH:1]1([N:7]2[C:12]([OH:13])=[C:11]([C:14]([NH:16][CH2:17][C:18]([O:20]CC)=[O:19])=[O:15])[C:10](=[O:23])[NH:9][C:8]2=[O:24])[CH2:6][CH2:5][CH2:4][CH2:3][CH2:2]1.C(=O)([O-])[O-].[K+].[K+].[F:31][C:32]1[CH:39]=[C:38]([F:40])[CH:37]=[C:36]([F:41])[C:33]=1[CH2:34]Br.Cl. The catalyst is CN(C)C=O. The product is [CH:1]1([N:7]2[C:12]([OH:13])=[C:11]([C:14]([NH:16][CH2:17][C:18]([OH:20])=[O:19])=[O:15])[C:10](=[O:23])[N:9]([CH2:34][C:33]3[C:32]([F:31])=[CH:39][C:38]([F:40])=[CH:37][C:36]=3[F:41])[C:8]2=[O:24])[CH2:2][CH2:3][CH2:4][CH2:5][CH2:6]1. The yield is 0.530. (7) The reactants are [S:1]1[C:9]2[N:4]([C:5](=[O:11])[NH:6][C:7](=[O:10])[CH:8]=2)[CH:3]=[CH:2]1.C(=O)([O-])[O-].[Cs+].[Cs+].[Cl:18][C:19]1[CH:20]=[C:21]([CH:24]=[CH:25][C:26]=1[Cl:27])[CH2:22]Cl. The catalyst is CN(C)C=O. The product is [Cl:18][C:19]1[CH:20]=[C:21]([CH:24]=[CH:25][C:26]=1[Cl:27])[CH2:22][N:6]1[C:7](=[O:10])[CH:8]=[C:9]2[S:1][CH:2]=[CH:3][N:4]2[C:5]1=[O:11]. The yield is 0.640.